Dataset: Full USPTO retrosynthesis dataset with 1.9M reactions from patents (1976-2016). Task: Predict the reactants needed to synthesize the given product. (1) Given the product [C:35]([C:32]1[CH:33]=[CH:34][C:29]([NH:28][C:13]2[N:14]=[C:15]([O:17][C:18]3[C:19]([CH3:27])=[CH:20][C:21]([C:22]#[N:23])=[CH:24][C:25]=3[CH3:26])[C:16]3[NH:8][CH:9]=[CH:10][C:11]=3[N:12]=2)=[CH:30][CH:31]=1)#[N:36], predict the reactants needed to synthesize it. The reactants are: C([N:8]1[C:16]2[C:15]([O:17][C:18]3[C:25]([CH3:26])=[CH:24][C:21]([C:22]#[N:23])=[CH:20][C:19]=3[CH3:27])=[N:14][C:13]([NH:28][C:29]3[CH:34]=[CH:33][C:32]([C:35]#[N:36])=[CH:31][CH:30]=3)=[N:12][C:11]=2[CH:10]=[CH:9]1)C1C=CC=CC=1.[Al+3].[Cl-].[Cl-].[Cl-]. (2) Given the product [CH2:24]([O:23][C:22](=[O:26])[NH:21][CH:10]1[CH2:11][CH2:12][C:13]2[C:18](=[CH:17][C:16]([CH2:19][CH2:20][OH:30])=[CH:15][CH:14]=2)[CH:9]1[CH2:8][C:7]1[CH:27]=[CH:28][CH:29]=[C:5]([Cl:4])[CH:6]=1)[CH3:25], predict the reactants needed to synthesize it. The reactants are: CSC.[Cl:4][C:5]1[CH:6]=[C:7]([CH:27]=[CH:28][CH:29]=1)[CH2:8][CH:9]1[C:18]2[C:13](=[CH:14][CH:15]=[C:16]([CH:19]=[CH2:20])[CH:17]=2)[CH2:12][CH2:11][CH:10]1[NH:21][C:22](=[O:26])[O:23][CH2:24][CH3:25].[OH:30]O.[OH-].[Na+]. (3) Given the product [CH3:33][C:2]1([CH3:1])[N:6]([CH2:7][C:8]2[CH:13]=[CH:12][N:11]=[C:10]([NH:14][C:15]([NH:34][CH:35]3[CH2:38][CH:37]([CH2:39][OH:40])[CH2:36]3)=[O:19])[CH:9]=2)[C:5](=[O:20])[N:4]([C:21]2[CH:22]=[CH:23][C:24]([S:27][C:28]([F:29])([F:30])[F:31])=[CH:25][CH:26]=2)[C:3]1=[O:32], predict the reactants needed to synthesize it. The reactants are: [CH3:1][C:2]1([CH3:33])[N:6]([CH2:7][C:8]2[CH:13]=[CH:12][N:11]=[C:10]([NH:14][C:15](=[O:19])OCC)[CH:9]=2)[C:5](=[O:20])[N:4]([C:21]2[CH:26]=[CH:25][C:24]([S:27][C:28]([F:31])([F:30])[F:29])=[CH:23][CH:22]=2)[C:3]1=[O:32].[NH2:34][CH:35]1[CH2:38][CH:37]([CH2:39][OH:40])[CH2:36]1. (4) Given the product [Br:15][C:7]1[C:2]([CH3:1])=[C:3]([C:10]2[CH2:14][CH2:13][O:12][N:11]=2)[C:4]([S:8][CH3:9])=[CH:5][CH:6]=1, predict the reactants needed to synthesize it. The reactants are: [CH3:1][C:2]1[CH:7]=[CH:6][CH:5]=[C:4]([S:8][CH3:9])[C:3]=1[C:10]1[CH2:14][CH2:13][O:12][N:11]=1.[Br:15]Br. (5) The reactants are: C(OC([C:11]1[C:19]2[C:18]3CCC(CO)O[C:17]=3[CH:16]=[CH:15][C:14]=2[NH:13][C:12]=1C)=O)C1C=CC=CC=1.C(Br)(Br)(Br)[Br:28].C1(P(C2C=CC=CC=2)C2C=CC=CC=2)C=CC=CC=1.C(Cl)Cl.CO. Given the product [Br-:28].[NH:13]1[C:14]2[C:19](=[CH:18][CH:17]=[CH:16][CH:15]=2)[CH:11]=[CH:12]1, predict the reactants needed to synthesize it. (6) Given the product [Br:3][C:4]1[CH:5]=[C:6]2[C:10](=[CH:11][CH:12]=1)[N:9]([S:13]([C:16]1[CH:28]=[CH:27][C:19]([O:20][CH2:21][C:22]([OH:24])=[O:23])=[C:18]([CH3:29])[CH:17]=1)(=[O:15])=[O:14])[CH2:8][CH2:7]2, predict the reactants needed to synthesize it. The reactants are: [OH-].[K+].[Br:3][C:4]1[CH:5]=[C:6]2[C:10](=[CH:11][CH:12]=1)[N:9]([S:13]([C:16]1[CH:28]=[CH:27][C:19]([O:20][CH2:21][C:22]([O:24]CC)=[O:23])=[C:18]([CH3:29])[CH:17]=1)(=[O:15])=[O:14])[CH2:8][CH2:7]2.